This data is from Catalyst prediction with 721,799 reactions and 888 catalyst types from USPTO. The task is: Predict which catalyst facilitates the given reaction. (1) Reactant: [C@H:1]12[CH2:7][C@H:4]([NH:5][CH2:6]1)[CH2:3][N:2]2[CH2:8][C:9]1[N:10]([CH3:35])[C:11]2[C:16]([N:17]=1)=[C:15]([N:18]1[CH2:23][CH2:22][O:21][CH2:20][CH2:19]1)[N:14]=[C:13]([N:24]1[C:28]3[CH:29]=[CH:30][CH:31]=[CH:32][C:27]=3[N:26]=[C:25]1[CH2:33][CH3:34])[N:12]=2.[O:36]1[CH2:39][C:38](=O)[CH2:37]1.C(O[BH-](OC(=O)C)OC(=O)C)(=O)C.[Na+]. Product: [CH2:33]([C:25]1[N:24]([C:13]2[N:12]=[C:11]3[C:16]([N:17]=[C:9]([CH2:8][N:2]4[CH2:3][C@@H:4]5[CH2:7][C@H:1]4[CH2:6][N:5]5[CH:38]4[CH2:39][O:36][CH2:37]4)[N:10]3[CH3:35])=[C:15]([N:18]3[CH2:23][CH2:22][O:21][CH2:20][CH2:19]3)[N:14]=2)[C:28]2[CH:29]=[CH:30][CH:31]=[CH:32][C:27]=2[N:26]=1)[CH3:34]. The catalyst class is: 26. (2) Reactant: [CH2:1]([NH:9][C:10]1[C:11]([NH2:20])=[CH:12][C:13]([C:16]([F:19])([F:18])[F:17])=[CH:14][CH:15]=1)[CH2:2][C:3]1[CH:8]=[CH:7][CH:6]=[CH:5][CH:4]=1.[C:21](N1C=CN=C1)(N1C=CN=C1)=[O:22]. Product: [CH2:1]([N:9]1[C:10]2[CH:15]=[CH:14][C:13]([C:16]([F:17])([F:19])[F:18])=[CH:12][C:11]=2[NH:20][C:21]1=[O:22])[CH2:2][C:3]1[CH:4]=[CH:5][CH:6]=[CH:7][CH:8]=1. The catalyst class is: 2. (3) Reactant: [Cl:1][C:2]1[CH:3]=[C:4]([C:9]2([C:32]([F:35])([F:34])[F:33])[O:13][N:12]=[C:11]([C:14]3[C:23]4[C:18](=[CH:19][CH:20]=[CH:21][CH:22]=4)[C:17]([C:24]([NH:26][CH2:27][CH2:28][S:29]([CH3:31])=[O:30])=[O:25])=[CH:16][CH:15]=3)[CH2:10]2)[CH:5]=[C:6]([Cl:8])[CH:7]=1.[F:36][C:37]([F:42])([F:41])[C:38]([NH2:40])=[O:39].C(OI(C1C=CC=CC=1)OC(=O)C)(=O)C. Product: [Cl:8][C:6]1[CH:5]=[C:4]([C:9]2([C:32]([F:34])([F:33])[F:35])[O:13][N:12]=[C:11]([C:14]3[C:23]4[C:18](=[CH:19][CH:20]=[CH:21][CH:22]=4)[C:17]([C:24]([NH:26][CH2:27][CH2:28][S:29]([CH3:31])(=[N:40][C:38](=[O:39])[C:37]([F:42])([F:41])[F:36])=[O:30])=[O:25])=[CH:16][CH:15]=3)[CH2:10]2)[CH:3]=[C:2]([Cl:1])[CH:7]=1. The catalyst class is: 4. (4) Reactant: [Cl:1][C:2]1[C:3]([O:14][C@H:15]2[CH2:20][CH2:19][C@@H:18]([C:21]([F:24])([F:23])[F:22])[CH2:17][CH2:16]2)=[CH:4][CH:5]=[C:6]2[C:11]=1[CH:10]=[C:9]([CH:12]=O)[CH:8]=[CH:7]2.[BH-](OC(C)=O)(OC(C)=O)OC(C)=O.[Na+].CC(O)=O.[NH:43]1[CH2:48][CH2:47][CH:46]([C:49]([O:51][CH2:52][CH3:53])=[O:50])[CH2:45][CH2:44]1. Product: [Cl:1][C:2]1[C:3]([O:14][C@H:15]2[CH2:16][CH2:17][C@@H:18]([C:21]([F:22])([F:23])[F:24])[CH2:19][CH2:20]2)=[CH:4][CH:5]=[C:6]2[C:11]=1[CH:10]=[C:9]([CH2:12][N:43]1[CH2:48][CH2:47][CH:46]([C:49]([O:51][CH2:52][CH3:53])=[O:50])[CH2:45][CH2:44]1)[CH:8]=[CH:7]2. The catalyst class is: 325. (5) Reactant: C1C(=O)N([Br:8])C(=O)C1.[Br:9][C:10]1[CH:15]=[CH:14][CH:13]=[C:12]([O:16][CH3:17])[N:11]=1. Product: [Br:9][C:10]1[C:15]([Br:8])=[CH:14][CH:13]=[C:12]([O:16][CH3:17])[N:11]=1. The catalyst class is: 10. (6) Reactant: [Cl:1][C:2]1[CH:14]=[CH:13][C:5]2[N:6]([CH2:9][C:10]([OH:12])=O)[N:7]=[N:8][C:4]=2[C:3]=1[O:15][C:16]1[CH:21]=[C:20]([C:22]#[N:23])[CH:19]=[C:18]([Cl:24])[CH:17]=1.C(Cl)(=O)C(Cl)=O.[Cl:31][C:32]1[CH:38]=[CH:37][CH:36]=[CH:35][C:33]=1[NH2:34]. Product: [Cl:1][C:2]1[CH:14]=[CH:13][C:5]2[N:6]([CH2:9][C:10]([NH:34][C:33]3[CH:35]=[CH:36][CH:37]=[CH:38][C:32]=3[Cl:31])=[O:12])[N:7]=[N:8][C:4]=2[C:3]=1[O:15][C:16]1[CH:21]=[C:20]([C:22]#[N:23])[CH:19]=[C:18]([Cl:24])[CH:17]=1. The catalyst class is: 59. (7) Reactant: [H-].[Na+].[N:3]1([CH2:9][CH2:10][OH:11])[CH2:8][CH2:7][O:6][CH2:5][CH2:4]1.[Cl:12][C:13]1[CH:29]=[C:28]([Cl:30])[CH:27]=[CH:26][C:14]=1[CH2:15][NH:16][C:17](=[O:25])[C:18]1[CH:23]=[CH:22][N:21]=[C:20](F)[CH:19]=1. Product: [Cl:12][C:13]1[CH:29]=[C:28]([Cl:30])[CH:27]=[CH:26][C:14]=1[CH2:15][NH:16][C:17](=[O:25])[C:18]1[CH:19]=[CH:20][N:21]=[C:22]([O:11][CH2:10][CH2:9][N:3]2[CH2:8][CH2:7][O:6][CH2:5][CH2:4]2)[CH:23]=1. The catalyst class is: 80. (8) Reactant: [C:1](#[N:5])[CH2:2][C:3]#[N:4].[C:6](OCC)(OCC)([O:8][CH2:9]C)[CH3:7]. Product: [CH3:9][O:8][C:6](=[C:2]([C:1]#[N:5])[C:3]#[N:4])[CH3:7]. The catalyst class is: 8.